From a dataset of Reaction yield outcomes from USPTO patents with 853,638 reactions. Predict the reaction yield, written as a fraction of the theoretical maximum amount of product (1.0 means a 100% yield; for example, 0.34 means a 34% yield). (1) The reactants are [NH2:1][CH2:2][C@@H:3]1[C@H:7]2[O:8][C:9]([CH3:12])([CH3:11])[O:10][C@H:6]2[C@H:5]([N:13]2[CH:21]=[N:20][C:19]3[C:14]2=[N:15][CH:16]=[N:17][C:18]=3[NH2:22])[O:4]1.[CH:23](=O)[C:24]1[CH:29]=[CH:28][CH:27]=[CH:26][CH:25]=1.[BH-](OC(C)=O)(OC(C)=O)OC(C)=O.[Na+].C(=O)([O-])[O-].[K+].[K+]. The catalyst is CO. The product is [CH2:23]([NH:1][CH2:2][C@@H:3]1[C@H:7]2[O:8][C:9]([CH3:12])([CH3:11])[O:10][C@H:6]2[C@H:5]([N:13]2[CH:21]=[N:20][C:19]3[C:14]2=[N:15][CH:16]=[N:17][C:18]=3[NH2:22])[O:4]1)[C:24]1[CH:29]=[CH:28][CH:27]=[CH:26][CH:25]=1. The yield is 0.560. (2) The reactants are [F:1][C:2]([F:13])([F:12])[O:3][C:4]1[CH:11]=[CH:10][CH:9]=[CH:8][C:5]=1[CH2:6][NH2:7].CCN=C=N[CH2:19][CH2:20][CH2:21][N:22]([CH3:24])C.Cl.[OH2:26]. The catalyst is CN(C=O)C.CN(C1C=CN=CC=1)C. The product is [F:1][C:2]([F:12])([F:13])[O:3][C:4]1[CH:11]=[CH:10][CH:9]=[CH:8][C:5]=1[CH2:6][NH:7][C:8]([C:5]1[CH:4]=[C:11]2[C:20](=[CH:19][CH:6]=1)[CH2:21][NH:22][CH2:24][CH2:10]2)=[O:26]. The yield is 0.590. (3) The reactants are [OH:1]/[N:2]=[C:3](/[C:6]1[CH:11]=[CH:10][CH:9]=[C:8]([F:12])[CH:7]=1)\[C:4]#[N:5].Cl[CH2:14][C:15]1[N:20]=[C:19]([NH:21][C:22](=[O:28])[O:23][C:24]([CH3:27])([CH3:26])[CH3:25])[CH:18]=[CH:17][CH:16]=1.C(=O)([O-])[O-].[Cs+].[Cs+]. The catalyst is C(#N)C.CN(C=O)C.[I-].[K+]. The product is [C:4](/[C:3](=[N:2]\[O:1][CH2:14][C:15]1[N:20]=[C:19]([NH:21][C:22](=[O:28])[O:23][C:24]([CH3:26])([CH3:25])[CH3:27])[CH:18]=[CH:17][CH:16]=1)/[C:6]1[CH:11]=[CH:10][CH:9]=[C:8]([F:12])[CH:7]=1)#[N:5]. The yield is 0.940. (4) The reactants are [OH:1][CH:2]([C:19]1[CH:24]=[CH:23][CH:22]=[CH:21][CH:20]=1)[CH2:3][O:4][C:5]1[CH:18]=[CH:17][C:8]([CH2:9][CH:10]2[S:14][C:13](=[O:15])[NH:12][C:11]2=[O:16])=[CH:7][CH:6]=1.CS(C)=O.O=P12OP3(OP(OP(O3)(O1)=O)(=O)O2)=O.C(N(CC)CC)C. The catalyst is C(Cl)Cl. The product is [O:1]=[C:2]([C:19]1[CH:24]=[CH:23][CH:22]=[CH:21][CH:20]=1)[CH2:3][O:4][C:5]1[CH:18]=[CH:17][C:8]([CH2:9][CH:10]2[S:14][C:13](=[O:15])[NH:12][C:11]2=[O:16])=[CH:7][CH:6]=1. The yield is 0.400. (5) The reactants are C([C@H]1COC(C2C=CC=CN=2)=N1)(C)(C)C.[NH4+].F[P-](F)(F)(F)(F)F.[CH3:24][O:25][C:26]([C:28]1[CH:29]=[C:30](B(O)O)[CH:31]=[CH:32][CH:33]=1)=[O:27].[CH3:37][O:38][C:39]1[CH:40]=[C:41]2[C:46](=[CH:47][CH:48]=1)[O:45][CH:44]=[CH:43][C:42]2=[O:49].O. The catalyst is ClC(Cl)C.FC(F)(F)C(O[Pd]OC(=O)C(F)(F)F)=O.[Pd]. The product is [CH3:37][O:38][C:39]1[CH:40]=[C:41]2[C:46](=[CH:47][CH:48]=1)[O:45][C@@H:44]([C:30]1[CH:29]=[C:28]([CH:33]=[CH:32][CH:31]=1)[C:26]([O:25][CH3:24])=[O:27])[CH2:43][C:42]2=[O:49]. The yield is 0.522.